From a dataset of Forward reaction prediction with 1.9M reactions from USPTO patents (1976-2016). Predict the product of the given reaction. Given the reactants OC1C=CC(C(C2C=CC(O)=CC=2)(C)C)=CC=1.ClC[Si](CCl)(C)O[Si](C)(C)C.C([O-])([O-])=O.[K+].[K+].[N+]([C:38]1[CH:39]=[C:40]([C:46]#[N:47])[C:41](=[CH:44][CH:45]=1)[C:42]#[N:43])([O-])=O.Cl, predict the reaction product. The product is: [C:46](#[N:47])[C:40]1[C:41](=[CH:44][CH:45]=[CH:38][CH:39]=1)[C:42]#[N:43].